Dataset: Reaction yield outcomes from USPTO patents with 853,638 reactions. Task: Predict the reaction yield, written as a fraction of the theoretical maximum amount of product (1.0 means a 100% yield; for example, 0.34 means a 34% yield). (1) The reactants are [Cl:1][C:2]1[CH:12]=[C:11]([NH:13][C@@H:14]([CH3:17])[CH2:15][F:16])[C:5]([C:6]([O:8]CC)=[O:7])=[CH:4][N:3]=1.[Li+].[OH-].O. The catalyst is C(O)C. The product is [Cl:1][C:2]1[CH:12]=[C:11]([NH:13][C@@H:14]([CH3:17])[CH2:15][F:16])[C:5]([C:6]([OH:8])=[O:7])=[CH:4][N:3]=1. The yield is 0.410. (2) The reactants are [NH2:1][CH2:2][CH2:3][N:4]([CH2:17][CH3:18])[CH2:5][CH2:6][O:7][C:8]1[C:9]([N+:14]([O-:16])=[O:15])=[N:10][CH:11]=[CH:12][CH:13]=1.C(N(CCN[C:35]([C:37]1[CH:46]=[N:45][C:44]2[C:39](=[CH:40][CH:41]=[C:42]([I:47])[CH:43]=2)[N:38]=1)=[O:36])CCOC1C(F)=NC=CC=1)C. No catalyst specified. The product is [CH2:17]([N:4]([CH2:3][CH2:2][NH:1][C:35]([C:37]1[CH:46]=[N:45][C:44]2[C:39](=[CH:40][CH:41]=[C:42]([I:47])[CH:43]=2)[N:38]=1)=[O:36])[CH2:5][CH2:6][O:7][C:8]1[C:9]([N+:14]([O-:16])=[O:15])=[N:10][CH:11]=[CH:12][CH:13]=1)[CH3:18]. The yield is 0.710. (3) The reactants are [CH2:1]([O:8][C:9](=[O:23])[C@@H:10]1[CH2:14][C@H:13]([OH:15])[CH2:12][N:11]1[C:16]([O:18][C:19]([CH3:22])([CH3:21])[CH3:20])=[O:17])[C:2]1[CH:7]=[CH:6][CH:5]=[CH:4][CH:3]=1.[CH3:24][S:25](Cl)(=[O:27])=[O:26].O. The catalyst is N1C=CC=CC=1. The product is [CH2:1]([O:8][C:9](=[O:23])[C@@H:10]1[CH2:14][C@H:13]([O:15][S:25]([CH3:24])(=[O:27])=[O:26])[CH2:12][N:11]1[C:16]([O:18][C:19]([CH3:20])([CH3:22])[CH3:21])=[O:17])[C:2]1[CH:7]=[CH:6][CH:5]=[CH:4][CH:3]=1. The yield is 1.02. (4) The reactants are N(C(OC(C)C)=O)=NC(OC(C)C)=O.[C:15]([O:19][C:20]([N:22]1[CH2:27][CH2:26][N:25]([C:28]2[CH:33]=[CH:32][CH:31]=[CH:30][C:29]=2[OH:34])[CH2:24][CH2:23]1)=[O:21])([CH3:18])([CH3:17])[CH3:16].[N:35]1([CH2:41][CH2:42]O)[CH2:40][CH2:39][O:38][CH2:37][CH2:36]1.C1(P(C2C=CC=CC=2)C2C=CC=CC=2)C=CC=CC=1. The catalyst is C1COCC1. The product is [C:15]([O:19][C:20]([N:22]1[CH2:23][CH2:24][N:25]([C:28]2[CH:33]=[CH:32][CH:31]=[CH:30][C:29]=2[O:34][CH2:42][CH2:41][N:35]2[CH2:40][CH2:39][O:38][CH2:37][CH2:36]2)[CH2:26][CH2:27]1)=[O:21])([CH3:18])([CH3:16])[CH3:17]. The yield is 0.640. (5) The catalyst is ClCCl. The yield is 0.360. The reactants are [C:1]([O:5][C:6]([NH:8][C@@H:9]([C:16]1[CH:21]=[CH:20][CH:19]=[CH:18][CH:17]=1)[C@H:10]([OH:15])[C:11]([O:13][CH3:14])=[O:12])=[O:7])([CH3:4])([CH3:3])[CH3:2].[C:22]1(C)[CH:27]=CC=C[CH:23]=1.COC(C)=C.C1(C)C=CC(S([O-])(=O)=O)=CC=1.[NH+]1C=CC=CC=1. The product is [C:1]([O:5][C:6]([N:8]1[C@@H:9]([C:16]2[CH:17]=[CH:18][CH:19]=[CH:20][CH:21]=2)[C@@H:10]([C:11]([O:13][CH3:14])=[O:12])[O:15][C:22]1([CH3:27])[CH3:23])=[O:7])([CH3:4])([CH3:2])[CH3:3]. (6) The reactants are [OH-].[Na+].[CH3:3][N:4]1[CH:8]=[C:7]([C:9]2[CH:32]=[CH:31][C:12]3[N:13]([C:16]4[CH:17]=[C:18]([NH:27]C(=O)C)[CH:19]=[C:20]([N:22]5[CH:26]=[CH:25][CH:24]=[CH:23]5)[CH:21]=4)[CH:14]=[N:15][C:11]=3[CH:10]=2)[N:6]=[N:5]1. The catalyst is C(O)C.C(OCC)(=O)C. The product is [CH3:3][N:4]1[CH:8]=[C:7]([C:9]2[CH:32]=[CH:31][C:12]3[N:13]([C:16]4[CH:17]=[C:18]([CH:19]=[C:20]([N:22]5[CH:26]=[CH:25][CH:24]=[CH:23]5)[CH:21]=4)[NH2:27])[CH:14]=[N:15][C:11]=3[CH:10]=2)[N:6]=[N:5]1. The yield is 0.730.